From a dataset of Forward reaction prediction with 1.9M reactions from USPTO patents (1976-2016). Predict the product of the given reaction. (1) The product is: [C:26]1([CH3:29])[CH:27]=[CH:28][C:23]([C:21]2[N:22]=[C:17]3[CH2:16][CH2:15][CH2:14][N:13]([CH2:12][CH2:11][CH2:10][CH2:9][CH2:8][CH2:7][C:6]4[N:5]([CH2:4][CH2:3][C:1]#[N:2])[N:63]=[N:62][N:61]=4)[C:18]3=[N:19][C:20]=2[C:30]2[CH:35]=[CH:34][C:33]([CH3:36])=[CH:32][CH:31]=2)=[CH:24][CH:25]=1. Given the reactants [C:1]([CH2:3][CH2:4][NH:5][C:6](=O)[CH2:7][CH2:8][CH2:9][CH2:10][CH2:11][CH2:12][N:13]1[C:18]2=[N:19][C:20]([C:30]3[CH:35]=[CH:34][C:33]([CH3:36])=[CH:32][CH:31]=3)=[C:21]([C:23]3[CH:28]=[CH:27][C:26]([CH3:29])=[CH:25][CH:24]=3)[N:22]=[C:17]2[CH2:16][CH2:15][CH2:14]1)#[N:2].C1(P(C2C=CC=CC=2)C2C=CC=CC=2)C=CC=CC=1.C[Si]([N:61]=[N+:62]=[N-:63])(C)C.CCOC(/N=N/C(OCC)=O)=O, predict the reaction product. (2) Given the reactants [CH3:1][C:2]1[N:6]([CH3:7])[C:5]2[CH:8]=[C:9]([C:22]([OH:24])=O)[C:10]3[CH2:11][CH2:12][CH:13]([C:16]4[CH:21]=[CH:20][CH:19]=[CH:18][CH:17]=4)[O:14][C:15]=3[C:4]=2[N:3]=1.F[B-](F)(F)F.N1(OC(N(C)C)=[N+](C)C)C2C=CC=CC=2N=N1.[CH3:47][O:48][CH2:49][CH2:50][NH2:51].O, predict the reaction product. The product is: [CH3:47][O:48][CH2:49][CH2:50][NH:51][C:22]([C:9]1[C:10]2[CH2:11][CH2:12][CH:13]([C:16]3[CH:21]=[CH:20][CH:19]=[CH:18][CH:17]=3)[O:14][C:15]=2[C:4]2[N:3]=[C:2]([CH3:1])[N:6]([CH3:7])[C:5]=2[CH:8]=1)=[O:24]. (3) The product is: [Cl:1][C:2]1[C:7]2[C:8](=[O:12])[NH:9][CH2:10][C:6]=2[C:5]([F:13])=[C:4]([N:14]2[C@@H:18]3[CH2:19][CH2:20][CH2:21][CH2:22][C@@H:17]3[N:16]([C:23]([O:25][C:26]([CH3:29])([CH3:28])[CH3:27])=[O:24])[CH2:15]2)[N:3]=1. Given the reactants [Cl:1][C:2]1[C:7]2[C:8](=[O:12])[NH:9][CH:10](O)[C:6]=2[C:5]([F:13])=[C:4]([N:14]2[C@@H:18]3[CH2:19][CH2:20][CH2:21][CH2:22][C@@H:17]3[N:16]([C:23]([O:25][C:26]([CH3:29])([CH3:28])[CH3:27])=[O:24])[CH2:15]2)[N:3]=1.N1C=CC=CC=1.CC(OC(C)=O)=O.[BH4-].[Na+], predict the reaction product. (4) Given the reactants [O:1]=[S:2]1(=[O:18])[CH2:6][CH2:5][CH2:4][N:3]1[C:7]1[CH:16]=[CH:15][C:10]([C:11]([O:13]C)=O)=[C:9]([CH3:17])[N:8]=1.[CH:19]1([C:22]2[C:23]([N:31]3[CH2:36][CH2:35][NH:34][CH2:33][CH2:32]3)=[N:24][CH:25]=[C:26]([CH:28]3[CH2:30][CH2:29]3)[CH:27]=2)[CH2:21][CH2:20]1, predict the reaction product. The product is: [CH:19]1([C:22]2[C:23]([N:31]3[CH2:32][CH2:33][N:34]([C:11]([C:10]4[C:9]([CH3:17])=[N:8][C:7]([N:3]5[CH2:4][CH2:5][CH2:6][S:2]5(=[O:1])=[O:18])=[CH:16][CH:15]=4)=[O:13])[CH2:35][CH2:36]3)=[N:24][CH:25]=[C:26]([CH:28]3[CH2:30][CH2:29]3)[CH:27]=2)[CH2:20][CH2:21]1. (5) Given the reactants [N:1]1([C:7]2[C:8]3[N:22]=[N:21][N:20]([CH2:23][CH2:24][N:25]4[CH2:30][CH2:29][NH:28][CH2:27][CH2:26]4)[C:9]=3[N:10]=[C:11]([C:13]3[CH:14]=[C:15]([OH:19])[CH:16]=[CH:17][CH:18]=3)[N:12]=2)[CH2:6][CH2:5][O:4][CH2:3][CH2:2]1.[C:31]1(=O)[CH2:36][CH2:35][CH2:34][CH2:33][CH2:32]1.[BH3-]C#N.[Na+], predict the reaction product. The product is: [CH:31]1([N:28]2[CH2:27][CH2:26][N:25]([CH2:24][CH2:23][N:20]3[C:9]4[N:10]=[C:11]([C:13]5[CH:14]=[C:15]([OH:19])[CH:16]=[CH:17][CH:18]=5)[N:12]=[C:7]([N:1]5[CH2:2][CH2:3][O:4][CH2:5][CH2:6]5)[C:8]=4[N:22]=[N:21]3)[CH2:30][CH2:29]2)[CH2:36][CH2:35][CH2:34][CH2:33][CH2:32]1.